Dataset: Forward reaction prediction with 1.9M reactions from USPTO patents (1976-2016). Task: Predict the product of the given reaction. (1) Given the reactants Cl.[NH:2]1[CH2:7][CH2:6][CH:5]([C:8]2[NH:9][C:10](=[O:18])[C:11]3[C:16]([CH:17]=2)=[CH:15][CH:14]=[CH:13][CH:12]=3)[CH2:4][CH2:3]1.Br[CH2:20][CH:21]([OH:23])[CH3:22], predict the reaction product. The product is: [OH:23][CH:21]([CH3:22])[CH2:20][N:2]1[CH2:7][CH2:6][CH:5]([C:8]2[NH:9][C:10](=[O:18])[C:11]3[C:16]([CH:17]=2)=[CH:15][CH:14]=[CH:13][CH:12]=3)[CH2:4][CH2:3]1. (2) Given the reactants [N+](C1C=CC(C[O:9][C:10]2[N:15]=[CH:14][N:13]=[C:12]([O:16][C:17]3[CH:22]=[CH:21][CH:20]=[CH:19][C:18]=3/[C:23](=[CH:28]\[O:29][CH3:30])/[C:24]([O:26][CH3:27])=[O:25])[CH:11]=2)=CC=1)([O-])=O.[H][H].C(OCC)(=O)C.CCCCCC, predict the reaction product. The product is: [OH:9][C:10]1[N:15]=[CH:14][N:13]=[C:12]([O:16][C:17]2[CH:22]=[CH:21][CH:20]=[CH:19][C:18]=2/[C:23](=[CH:28]\[O:29][CH3:30])/[C:24]([O:26][CH3:27])=[O:25])[CH:11]=1. (3) Given the reactants [NH:1]1[C:9]2[C:4](=[CH:5][CH:6]=[CH:7][CH:8]=2)[C@H:3]([CH2:10][CH2:11][N:12]2[CH2:17][CH2:16][N:15]([C:18]3[CH:19]=[C:20]4[CH:26]=[CH:25][NH:24][C:21]4=[CH:22][N:23]=3)[CH2:14][CH2:13]2)[CH2:2]1.[Cl:27][CH2:28][C:29]([NH2:31])=[O:30], predict the reaction product. The product is: [ClH:27].[ClH:27].[NH:24]1[C:21]2=[CH:22][N:23]=[C:18]([N:15]3[CH2:16][CH2:17][N:12]([CH2:11][CH2:10][C@H:3]4[C:4]5[C:9](=[CH:8][CH:7]=[CH:6][CH:5]=5)[N:1]([CH2:28][C:29]([NH2:31])=[O:30])[CH2:2]4)[CH2:13][CH2:14]3)[CH:19]=[C:20]2[CH:26]=[CH:25]1. (4) Given the reactants Cl.Cl.[O:3]1[CH2:8][CH2:7][CH:6]([NH:9][NH2:10])[CH2:5][CH2:4]1.CN1CCCC1=O.CCN(C(C)C)C(C)C.[Br:27][C:28]1[C:33]([C:34]([F:37])([F:36])[F:35])=[CH:32][C:31]([NH:38][C:39](=[O:44])[C:40]([F:43])([F:42])[F:41])=[C:30]([C:45](=O)/[CH:46]=[CH:47]/N(C)C)[CH:29]=1, predict the reaction product. The product is: [Br:27][C:28]1[C:33]([C:34]([F:37])([F:35])[F:36])=[CH:32][C:31]([NH:38][C:39](=[O:44])[C:40]([F:41])([F:42])[F:43])=[C:30]([C:45]2[N:9]([CH:6]3[CH2:7][CH2:8][O:3][CH2:4][CH2:5]3)[N:10]=[CH:47][CH:46]=2)[CH:29]=1. (5) Given the reactants [Br:1][C:2]1[CH:11]=[C:10]2[C:5]([C:6]([Cl:14])=[CH:7][C:8]([Cl:13])=[N+:9]2[O-])=[CH:4][C:3]=1[Cl:15], predict the reaction product. The product is: [Br:1][C:2]1[CH:11]=[C:10]2[C:5]([C:6]([Cl:14])=[CH:7][C:8]([Cl:13])=[N:9]2)=[CH:4][C:3]=1[Cl:15].